This data is from Full USPTO retrosynthesis dataset with 1.9M reactions from patents (1976-2016). The task is: Predict the reactants needed to synthesize the given product. (1) Given the product [CH3:1][O:2][C:3]1[CH:4]=[C:5]([CH:15]=[CH:16][C:17]=1[NH:18][C:19]1[N:24]=[C:23]([NH:25][C:26]2[CH:34]=[CH:33][CH:32]=[C:31]3[C:27]=2[C:28](=[O:36])[N:29]([CH3:35])[CH2:30]3)[C:22]([C:37]([F:39])([F:40])[F:38])=[CH:21][N:20]=1)[CH2:6][P:7](=[O:11])([OH:14])[O:8][CH2:9][CH3:10], predict the reactants needed to synthesize it. The reactants are: [CH3:1][O:2][C:3]1[CH:4]=[C:5]([CH:15]=[CH:16][C:17]=1[NH:18][C:19]1[N:24]=[C:23]([NH:25][C:26]2[CH:34]=[CH:33][CH:32]=[C:31]3[C:27]=2[C:28](=[O:36])[N:29]([CH3:35])[CH2:30]3)[C:22]([C:37]([F:40])([F:39])[F:38])=[CH:21][N:20]=1)[CH2:6][P:7](=[O:14])([O:11]CC)[O:8][CH2:9][CH3:10]. (2) Given the product [CH3:47][C:39]1[C:40]2[CH:46]=[CH:45][CH:44]=[CH:43][C:41]=2[S:42][C:38]=1[C:36](=[O:37])[CH2:35][NH:34][C:12]([C:10]1[S:11][C:7]2[C:6]([N:15]3[CH2:20][CH2:19][O:18][CH2:17][CH2:16]3)=[CH:5][CH:4]=[C:3]([O:2][CH3:1])[C:8]=2[N:9]=1)=[O:14], predict the reactants needed to synthesize it. The reactants are: [CH3:1][O:2][C:3]1[C:8]2[N:9]=[C:10]([C:12]([OH:14])=O)[S:11][C:7]=2[C:6]([N:15]2[CH2:20][CH2:19][O:18][CH2:17][CH2:16]2)=[CH:5][CH:4]=1.C(N1C=CN=C1)(N1C=CN=C1)=O.Cl.[NH2:34][CH2:35][C:36]([C:38]1[S:42][C:41]2[CH:43]=[CH:44][CH:45]=[CH:46][C:40]=2[C:39]=1[CH3:47])=[O:37].C(N(CC)CC)C. (3) Given the product [Cl:1][C:2]1[CH:7]=[CH:6][CH:5]=[CH:4][C:3]=1[CH2:8][N:9]1[CH2:15][CH2:14][CH2:13][N:12]([C:17]2[CH:18]=[CH:19][C:20]3[N:21]([C:23]([C:26]([F:27])([F:29])[F:28])=[N:24][N:25]=3)[N:22]=2)[CH2:11][CH2:10]1, predict the reactants needed to synthesize it. The reactants are: [Cl:1][C:2]1[CH:7]=[CH:6][CH:5]=[CH:4][C:3]=1[CH2:8][N:9]1[CH2:15][CH2:14][CH2:13][NH:12][CH2:11][CH2:10]1.Cl[C:17]1[CH:18]=[CH:19][C:20]2[N:21]([C:23]([C:26]([F:29])([F:28])[F:27])=[N:24][N:25]=2)[N:22]=1. (4) Given the product [C:27]([O:24][CH2:23][C:8]1[N:7]([CH2:6][C:5]2[CH:25]=[CH:26][C:2]([CH3:1])=[CH:3][CH:4]=2)[C:15]2[C:10]([CH:9]=1)=[CH:11][C:12]([C:16]1[CH:21]=[CH:20][CH:19]=[C:18]([CH3:22])[CH:17]=1)=[CH:13][CH:14]=2)(=[O:29])[CH3:28], predict the reactants needed to synthesize it. The reactants are: [CH3:1][C:2]1[CH:26]=[CH:25][C:5]([CH2:6][N:7]2[C:15]3[C:10](=[CH:11][C:12]([C:16]4[CH:21]=[CH:20][CH:19]=[C:18]([CH3:22])[CH:17]=4)=[CH:13][CH:14]=3)[CH:9]=[C:8]2[CH2:23][OH:24])=[CH:4][CH:3]=1.[C:27](Cl)(=[O:29])[CH3:28]. (5) Given the product [Cl:27][C:23]1[C:22]([NH:8][C@@H:9]2[C@@H:14]3[CH2:15][C@@H:11]([CH:12]=[CH:13]3)[C@@H:10]2[C:16]([NH2:18])=[O:17])=[N:21][C:20]([NH:7][C:5]2[CH:4]=[N:3][N:2]([CH2:1][CH2:33][C:32]3[CH:31]=[CH:11][CH:10]=[CH:9][CH:14]=3)[CH:6]=2)=[N:25][CH:24]=1, predict the reactants needed to synthesize it. The reactants are: [CH3:1][N:2]1[CH:6]=[C:5]([NH2:7])[CH:4]=[N:3]1.[NH2:8][C@@H:9]1[C@@H:14]2[CH2:15][C@@H:11]([CH:12]=[CH:13]2)[C@@H:10]1[C:16]([NH2:18])=[O:17].Cl[C:20]1[N:25]=[C:24](Cl)[C:23]([Cl:27])=[CH:22][N:21]=1.ClC1N=[C:33](Cl)[C:32](F)=[CH:31]N=1. (6) Given the product [N+:38]([C:41]1[CH:46]=[CH:45][C:44]([C:2]2[N:3]=[C:4]3[C:10]4[CH:11]=[CH:12][CH:13]=[CH:14][C:9]=4[NH:8][C:7]4[N:15]=[CH:16][CH:17]=[CH:18][C:6]=4[N:5]3[C:19]=2[C:20]2[CH:25]=[CH:24][C:23]([C:26]3([NH:30][C:31](=[O:37])[O:32][C:33]([CH3:35])([CH3:34])[CH3:36])[CH2:27][CH2:28][CH2:29]3)=[CH:22][CH:21]=2)=[CH:43][CH:42]=1)([O-:40])=[O:39], predict the reactants needed to synthesize it. The reactants are: Cl[C:2]1[N:3]=[C:4]2[C:10]3[CH:11]=[CH:12][CH:13]=[CH:14][C:9]=3[NH:8][C:7]3[N:15]=[CH:16][CH:17]=[CH:18][C:6]=3[N:5]2[C:19]=1[C:20]1[CH:25]=[CH:24][C:23]([C:26]2([NH:30][C:31](=[O:37])[O:32][C:33]([CH3:36])([CH3:35])[CH3:34])[CH2:29][CH2:28][CH2:27]2)=[CH:22][CH:21]=1.[N+:38]([C:41]1[CH:46]=[CH:45][C:44](B2OC(C)(C)C(C)(C)O2)=[CH:43][CH:42]=1)([O-:40])=[O:39].C([O-])([O-])=O.[Na+].[Na+].